Dataset: Reaction yield outcomes from USPTO patents with 853,638 reactions. Task: Predict the reaction yield, written as a fraction of the theoretical maximum amount of product (1.0 means a 100% yield; for example, 0.34 means a 34% yield). (1) The reactants are C(OC([NH:8][C@@:9]1([C:18]([OH:20])=O)[CH2:11][C@@H:10]1[C:12]1[CH:17]=[CH:16][CH:15]=[CH:14][CH:13]=1)=O)(C)(C)C.[CH2:21]([NH2:24])[CH2:22][CH3:23].F[P-](F)(F)(F)(F)F.N1(OC(N(C)C)=[N+](C)C)C2N=CC=CC=2N=N1.[F:49][C:50]([F:55])([F:54])[C:51]([OH:53])=[O:52]. No catalyst specified. The product is [F:49][C:50]([F:55])([F:54])[C:51]([OH:53])=[O:52].[NH2:8][C@@:9]1([C:18]([NH:24][CH2:21][CH2:22][CH3:23])=[O:20])[CH2:11][C@@H:10]1[C:12]1[CH:13]=[CH:14][CH:15]=[CH:16][CH:17]=1. The yield is 0.850. (2) The reactants are [Si:1]([O:18][CH2:19][CH2:20][NH:21][CH2:22]C)([C:14]([CH3:17])([CH3:16])[CH3:15])([C:8]1[CH:13]=[CH:12][CH:11]=[CH:10][CH:9]=1)[C:2]1[CH:7]=[CH:6][CH:5]=[CH:4][CH:3]=1.CNCCO. No catalyst specified. The product is [Si:1]([O:18][CH2:19][CH2:20][NH:21][CH3:22])([C:14]([CH3:16])([CH3:17])[CH3:15])([C:8]1[CH:9]=[CH:10][CH:11]=[CH:12][CH:13]=1)[C:2]1[CH:3]=[CH:4][CH:5]=[CH:6][CH:7]=1. The yield is 0.490. (3) The reactants are O=P12OP3(OP(OP(O3)(O1)=O)(=O)O2)=O.[F:15][CH:16]([F:25])[CH:17](O)[CH2:18][C:19]([O:21][CH2:22][CH3:23])=[O:20]. No catalyst specified. The product is [F:15][CH:16]([F:25])/[CH:17]=[CH:18]/[C:19]([O:21][CH2:22][CH3:23])=[O:20]. The yield is 0.390.